Dataset: Full USPTO retrosynthesis dataset with 1.9M reactions from patents (1976-2016). Task: Predict the reactants needed to synthesize the given product. (1) Given the product [NH:16]1[CH2:17][CH2:18][CH:13]([N:10]2[CH2:9][CH2:8][CH:7]([N:6]3[C@H:5]4[CH2:26][CH2:27][CH2:28][CH2:29][C@@H:4]4[NH:3][C:2]3=[O:1])[CH2:12][CH2:11]2)[CH2:14][CH2:15]1, predict the reactants needed to synthesize it. The reactants are: [O:1]=[C:2]1[N:6]([CH:7]2[CH2:12][CH2:11][N:10]([CH:13]3[CH2:18][CH2:17][N:16](C(OC(C)(C)C)=O)[CH2:15][CH2:14]3)[CH2:9][CH2:8]2)[CH:5]2[CH2:26][CH2:27][CH2:28][CH2:29][CH:4]2[NH:3]1. (2) Given the product [NH:12]1[C:13]2[C:9](=[C:8]([C:6]3[N:5]=[C:4]4[N:17]([CH3:20])[N:18]=[CH:19][C:3]4=[C:2]([O:21][C:22]4[CH:30]=[CH:29][C:25]([C:26]([NH2:28])=[O:27])=[CH:24][CH:23]=4)[CH:7]=3)[CH:16]=[CH:15][CH:14]=2)[CH:10]=[N:11]1, predict the reactants needed to synthesize it. The reactants are: Cl[C:2]1[CH:7]=[C:6]([C:8]2[CH:16]=[CH:15][CH:14]=[C:13]3[C:9]=2[CH:10]=[N:11][NH:12]3)[N:5]=[C:4]2[N:17]([CH3:20])[N:18]=[CH:19][C:3]=12.[OH:21][C:22]1[CH:30]=[CH:29][C:25]([C:26]([NH2:28])=[O:27])=[CH:24][CH:23]=1.C(=O)([O-])[O-].[K+].[K+]. (3) The reactants are: [ClH:1].Cl.[Cl:3][C:4]1[CH:5]=[C:6]([CH:23]=[CH:24][CH:25]=1)[CH2:7][CH2:8][NH:9][CH2:10][CH2:11][C:12]1[CH:21]=[C:20]2[C:15]([CH:16]=[CH:17][C:18]([NH2:22])=[N:19]2)=[CH:14][CH:13]=1.C(NCC#C)(OC(C)(C)C)=O.C1(P(C2C=CC=CC=2)C2C=CC=CC=2)C=CC=CC=1. Given the product [ClH:3].[ClH:1].[Cl:1][C:25]1[CH:24]=[CH:23][C:6]([CH2:7][CH2:8][NH:9][CH2:10][CH2:11][C:12]2[CH:21]=[C:20]3[C:15]([CH:16]=[CH:17][C:18]([NH2:22])=[N:19]3)=[CH:14][CH:13]=2)=[CH:5][CH:4]=1, predict the reactants needed to synthesize it. (4) Given the product [Br:3][C:4]1[CH:5]=[CH:6][C:7]([C:18]([OH:22])=[O:1])=[C:8]([CH2:9][O:10][CH2:11][C:12]([OH:14])=[O:13])[CH:17]=1, predict the reactants needed to synthesize it. The reactants are: [OH-:1].[K+].[Br:3][C:4]1[CH:5]=[CH:6][C:7]([C:18]#N)=[C:8]([CH:17]=1)[CH2:9][O:10][CH2:11][C:12]([O:14]CC)=[O:13].Cl.C[OH:22]. (5) Given the product [C:1]1([C:7]2[N:11]([S:37]([C:31]3[CH:36]=[CH:35][CH:34]=[CH:33][CH:32]=3)(=[O:39])=[O:38])[CH:10]=[C:9]([CH:12]=[O:13])[CH:8]=2)[CH:6]=[CH:5][CH:4]=[CH:3][CH:2]=1, predict the reactants needed to synthesize it. The reactants are: [C:1]1([C:7]2[NH:11][CH:10]=[C:9]([CH:12]=[O:13])[CH:8]=2)[CH:6]=[CH:5][CH:4]=[CH:3][CH:2]=1.[H-].[Na+].C1OCCOCCOCCOCCOC1.[C:31]1([S:37](Cl)(=[O:39])=[O:38])[CH:36]=[CH:35][CH:34]=[CH:33][CH:32]=1.